This data is from CYP2C19 inhibition data for predicting drug metabolism from PubChem BioAssay. The task is: Regression/Classification. Given a drug SMILES string, predict its absorption, distribution, metabolism, or excretion properties. Task type varies by dataset: regression for continuous measurements (e.g., permeability, clearance, half-life) or binary classification for categorical outcomes (e.g., BBB penetration, CYP inhibition). Dataset: cyp2c19_veith. (1) The drug is Cc1nnc(C)n1/N=C/c1ccc(-c2ccccc2)cc1. The result is 0 (non-inhibitor). (2) The result is 0 (non-inhibitor). The compound is CCC1CCCCN1CCn1c(=S)[nH]c2cc(OC)c(OC)cc2c1=O. (3) The compound is CN1C[C@@H](C(=O)N[C@]2(C)O[C@]3(O)[C@H]4CCCN4C(=O)[C@H](Cc4ccccc4)N3C2=O)C[C@H]2c3cccc4[nH]cc(c34)C[C@@H]21.CS(=O)(=O)O. The result is 1 (inhibitor). (4) The drug is NNC(=O)CCc1ccc2ccc3ccccc3c2c1. The result is 1 (inhibitor).